Dataset: Full USPTO retrosynthesis dataset with 1.9M reactions from patents (1976-2016). Task: Predict the reactants needed to synthesize the given product. (1) The reactants are: [ClH:1].CCOCC.[OH:7][C:8]1[CH:13]=[CH:12][CH:11]=[CH:10][C:9]=1[C:14]1[N:23]=[C:22]([N:24]2[CH2:28][CH2:27][C@@H:26]([NH:29][C:30](=[O:37])[O:31][C@H:32]3[CH2:36][CH2:35][O:34][CH2:33]3)[CH2:25]2)[C:21]2[C:16](=[CH:17][C:18]([CH3:38])=[CH:19][CH:20]=2)[N:15]=1. Given the product [ClH:1].[OH:7][C:8]1[CH:13]=[CH:12][CH:11]=[CH:10][C:9]=1[C:14]1[N:23]=[C:22]([N:24]2[CH2:28][CH2:27][C@@H:26]([NH:29][C:30](=[O:37])[O:31][C@H:32]3[CH2:36][CH2:35][O:34][CH2:33]3)[CH2:25]2)[C:21]2[C:16](=[CH:17][C:18]([CH3:38])=[CH:19][CH:20]=2)[N:15]=1, predict the reactants needed to synthesize it. (2) Given the product [CH:26]([C:27]1[CH:35]=[CH:34][C:32]([O:33][CH2:2][C:3]2[N:4]=[C:5]([C:9]3[CH:10]=[C:11]([CH:16]=[CH:17][CH:18]=3)[C:12]([O:14][CH3:15])=[O:13])[O:6][C:7]=2[CH3:8])=[C:29]([O:30][CH3:31])[CH:28]=1)=[O:25], predict the reactants needed to synthesize it. The reactants are: Cl[CH2:2][C:3]1[N:4]=[C:5]([C:9]2[CH:10]=[C:11]([CH:16]=[CH:17][CH:18]=2)[C:12]([O:14][CH3:15])=[O:13])[O:6][C:7]=1[CH3:8].C(=O)([O-])[O-].[K+].[K+].[O:25]=[CH:26][C:27]1[CH:35]=[CH:34][C:32]([OH:33])=[C:29]([O:30][CH3:31])[CH:28]=1.CN(C)C=O. (3) Given the product [C:1]([N:5]1[CH2:10][CH2:9][N:8]([C:11]2[C:16]([F:17])=[CH:15][C:14]([F:18])=[CH:13][C:12]=2[CH:19]2[N:23]([CH2:24][CH2:25][C:26]([CH3:28])([CH3:27])[CH3:29])[C:22](=[O:30])[C@H:21]([CH2:31][C:32](=[O:33])[N:50]3[CH2:51][CH2:52][CH:53]([N:56]4[C:64]5[CH:63]=[CH:62][CH:61]=[CH:35][C:36]=5[NH:58][C:57]4=[O:65])[CH2:54][CH2:55]3)[S:20]2)[CH2:7][CH2:6]1)([CH3:4])([CH3:3])[CH3:2], predict the reactants needed to synthesize it. The reactants are: [C:1]([N:5]1[CH2:10][CH2:9][N:8]([C:11]2[C:16]([F:17])=[CH:15][C:14]([F:18])=[CH:13][C:12]=2[CH:19]2[N:23]([CH2:24][CH2:25][C:26]([CH3:29])([CH3:28])[CH3:27])[C:22](=[O:30])[C@H:21]([CH2:31][C:32](O)=[O:33])[S:20]2)[CH2:7][CH2:6]1)([CH3:4])([CH3:3])[CH3:2].[CH2:35](Cl)[CH2:36]Cl.CCN(C(C)C)C(C)C.Cl.Cl.[NH:50]1[CH2:55][CH2:54][CH:53]([N:56]2[C:64]3C(=N[CH:61]=[CH:62][CH:63]=3)[NH:58][C:57]2=[O:65])[CH2:52][CH2:51]1. (4) Given the product [Cl:27][C:25]1[C:6]([NH:11][C:16](=[O:18])[CH3:17])=[CH:7][CH:2]=[CH:3][N:4]=1, predict the reactants needed to synthesize it. The reactants are: Cl[C:2]1[C:3](N)=[N:4]C=[CH:6][CH:7]=1.CC[N:11](CC)CC.[C:16](Cl)(=[O:18])[CH3:17].C([O-])(O)=O.[Na+].[CH2:25]([Cl:27])Cl. (5) The reactants are: [CH3:1][C@:2]1([N:10]2[C:18](=[O:19])[C:17]3[C:12](=[CH:13][CH:14]=[C:15]([C:20]#[N:21])[CH:16]=3)[C:11]2=[O:22])[CH2:7][CH2:6][C:5](=[O:8])[NH:4][C:3]1=[O:9].[ClH:23].O. Given the product [ClH:23].[NH2:21][CH2:20][C:15]1[CH:16]=[C:17]2[C:12](=[CH:13][CH:14]=1)[C:11](=[O:22])[N:10]([C@@:2]1([CH3:1])[CH2:7][CH2:6][C:5](=[O:8])[NH:4][C:3]1=[O:9])[C:18]2=[O:19], predict the reactants needed to synthesize it. (6) Given the product [C:1]([C:5]1[CH:10]=[CH:9][C:8]([C:11]2[N:16]=[C:15]([O:33][CH3:32])[N:14]=[C:13]([NH:21][C:22]3[CH:31]=[CH:30][C:25]4[O:26][CH2:27][CH2:28][O:29][C:24]=4[CH:23]=3)[CH:12]=2)=[CH:7][CH:6]=1)([CH3:4])([CH3:3])[CH3:2], predict the reactants needed to synthesize it. The reactants are: [C:1]([C:5]1[CH:10]=[CH:9][C:8]([C:11]2[N:16]=[C:15](S(C)(=O)=O)[N:14]=[C:13]([NH:21][C:22]3[CH:31]=[CH:30][C:25]4[O:26][CH2:27][CH2:28][O:29][C:24]=4[CH:23]=3)[CH:12]=2)=[CH:7][CH:6]=1)([CH3:4])([CH3:3])[CH3:2].[CH3:32][O-:33].[Na+]. (7) The reactants are: [F:1][CH:2]([F:15])[N:3]1[C:7]([C:8]([NH:10][CH3:11])=[O:9])=[CH:6][C:5]([N+:12]([O-])=O)=[N:4]1. Given the product [NH2:12][C:5]1[CH:6]=[C:7]([C:8]([NH:10][CH3:11])=[O:9])[N:3]([CH:2]([F:15])[F:1])[N:4]=1, predict the reactants needed to synthesize it. (8) Given the product [Cl:15][C:12]1[CH:13]=[CH:14][C:9]([O:8][CH2:7][C:6]([OH:5])=[O:17])=[C:10]([S:29][C:27]2[CH:26]=[CH:25][CH:24]=[C:23]3[C:28]=2[N:19]=[CH:20][CH:21]=[CH:22]3)[CH:11]=1, predict the reactants needed to synthesize it. The reactants are: C([O:5][C:6](=[O:17])[CH2:7][O:8][C:9]1[CH:14]=[CH:13][C:12]([Cl:15])=[CH:11][C:10]=1I)(C)(C)C.Cl.[N:19]1[C:28]2[C:23](=[CH:24][CH:25]=[CH:26][C:27]=2[SH:29])[CH:22]=[CH:21][CH:20]=1.C(=O)([O-])[O-].[K+].[K+].C(O)CO. (9) The reactants are: [BrH:1].[CH:2]1([N:5]([C:13]2[N:18]3[N:19]=[CH:20][C:21]([CH:22]=[O:23])=[C:17]3[N:16]=[C:15]([C:24]3[CH:28]=[C:27]([CH2:29]O)[S:26][CH:25]=3)[CH:14]=2)C(=O)OC(C)(C)C)[CH2:4][CH2:3]1. Given the product [Br:1][CH2:29][C:27]1[S:26][CH:25]=[C:24]([C:15]2[CH:14]=[C:13]([NH:5][CH:2]3[CH2:4][CH2:3]3)[N:18]3[N:19]=[CH:20][C:21]([CH:22]=[O:23])=[C:17]3[N:16]=2)[CH:28]=1, predict the reactants needed to synthesize it.